Dataset: Experimentally validated miRNA-target interactions with 360,000+ pairs, plus equal number of negative samples. Task: Binary Classification. Given a miRNA mature sequence and a target amino acid sequence, predict their likelihood of interaction. (1) The miRNA is hsa-miR-6867-5p with sequence UGUGUGUGUAGAGGAAGAAGGGA. The protein sequence of the target gene is MPDHDSTALLSRQTKRRRVDIGVKRTVGTASAFFAKARATFFSAMNPQGSEQDVEYSVVQHADGEKSNVLRKLLKRANSYEDAMMPFPGATIISQLLKNNMNKNGGTEPSFQASGLSSTGSEVHQEDICSNSSRDSPPECLSPFGRPTMSQFDMDRLCDEHLRAKRARVENIIRGMSHSPSVALRGNENEREMAPQSVSPRESYRENKRKQKLPQQQQQSFQQLVSARKEQKREERRQLKQQLEDMQKQLRQLQEKFYQIYDSTDSENDEDGNLSEDSMRSEILDARAQDSVGRSDNEMC.... Result: 1 (interaction). (2) The miRNA is hsa-miR-3689a-5p with sequence UGUGAUAUCAUGGUUCCUGGGA. The protein sequence of the target gene is MIDLSFLTEEEQDAILKVLQRDAALKRAEEERVRHLPEKIKDDQQLKNMSGQWFYEAKAKRHRDKIHGADIIRASMRRKKLPAAAEQNKDTAMRAKESWVNNVNKDAVLPPEIAVVEEPEDDTDPAGPSSSLVDPASSVIDMSQESTRTPAVSLPKQRKNPFNSPKLPEDHSLQQTKPEQSKTGKAGLFQISKEGELSESKEKSSIPDMPRQQLEKPKQTVSTEPENASHTKAPIPKARKLIYKSNDLEKDDNQSFPRQRRDSLNARGAPRGILKRNSSSSSTDSETLRLNYNLDPKSKI.... Result: 0 (no interaction). (3) The miRNA is hsa-miR-3913-3p with sequence AGACAUCAAGAUCAGUCCCAAA. The protein sequence of the target gene is MVPGVPLPPEIQLAQRLAGNEQVTRDRALRKLRKYIEARSQRATGGFTPDELLKVWKGLFYCMWMQDKPLQQEELGRTIAQLVHAFHTTEAQHQFLKAFWQTMIREWVGIDRLRLDKFYMLMRMVLSESLKAVKARGWDERQIEQLLELLTTEILNPDSQAPSGVKSHFLEIFLEELAKVGAAELTADQNLQFIDPFCQIAARTKDSQVLHKIIQSIFQTIVEQAPLAIEDIMNELDTQSGEGEASDGDDGEASDGDDGEASDDDDGEASDGGDGDVADSDDSDGADDDDGDVSDGDGGD.... Result: 0 (no interaction). (4) The miRNA is mmu-miR-764-5p with sequence GGUGCUCACAUGUCCUCCU. The protein sequence of the target gene is MSSGASASALQRLVEQLKLEAGVERIKVSQAAAELQQYCMQNACKDALLVGVPAGSNPFREPRSCALL. Result: 0 (no interaction). (5) The miRNA is hsa-miR-29c-5p with sequence UGACCGAUUUCUCCUGGUGUUC. The protein sequence of the target gene is MANMQGLVERLERAVSRLESLSAESHRPPGNCGEVNGVIAGVAPSVEAFDKLMDSMVAEFLKNSRILAGDVETHAEMVHSAFQAQRAFLLMASQYQQPHENDVAALLKPISEKIQEIQTFRERNRGSNMFNHLSAVSESIPALGWIAVSPKPGPYVKEMNDAATFYTNRVLKDYKHSDLRHVDWVKSYLNIWSELQAYIKEHHTTGLTWSKTGPVASTVSAFSVLSSGPGLPPPPPPLPPPGPPPLFENEGKKEESSPSRSALFAQLNQGEAITKGLRHVTDDQKTYKNPSLRAQGGQTQ.... Result: 0 (no interaction). (6) The miRNA is hsa-miR-4728-3p with sequence CAUGCUGACCUCCCUCCUGCCCCAG. The protein sequence of the target gene is MATEGMILTNHDHQIRVGVLTVSDSCFRNLAEDRSGINLKDLVQDPSLLGGTISAYKIVPDEIEEIKETLIDWCDEKELNLILTTGGTGFAPRDVTPEATKEVIEREAPGMALAMLMGSLNVTPLGMLSRPVCGIRGKTLIINLPGSKKGSQECFQFILPALPHAIDLLRDAIVKVKEVHDELEDLPSPPPPLSPPPTTSPHKQTEDKGVQCEEEEEEKKDSGVASTEDSSSSHITAAAIAAKIPDSIISRGVQVLPRDTASLSTTPSESPRAQATSRLSTASCPTPKVQSRCSSKENIL.... Result: 0 (no interaction). (7) The miRNA is hsa-miR-4637 with sequence UACUAACUGCAGAUUCAAGUGA. The protein sequence of the target gene is MAMALPMPGPQEAVVFEDVAVYFTRIEWSCLAPDQQALYRDVMLENYGNLASLGFLVAKPALISLLEQGEEPGALILQVAEQSVAKASLCTDSRMEAGIMESPLQRKLSRQAGLPGTVWGCLPWGHPVGGHPAPPHPHGGPEDGSDKPTHPRAREHSASPRVLQEDLGRPVGSSAPRYRCVCGKAFRYNSLLLRHQIIHTGAKPFQCTECGKAFKQSSILLRHQLIHTEEKPFQCGECGKAFRQSTQLAAHHRVHTRERPYACGECGKAFSRSSRLLQHQKFHTGEKPFACTECGKAFCR.... Result: 0 (no interaction). (8) The protein sequence of the target gene is MSSSRPEPGPWAPLSPRLQPLSQSSSSLLGEGREQRPELRKTASSTVWQAQLGEASTRPQAPEEEGNPPESMKPARASGPKARPSAGGHWWSSTVGNVSTMGGSDLCRLRAPSAAAMQRSHSDLVRSTQMRGHSGARKASLSCSALGSSPVHRAQLQPGGTSGQGGQAPAGLERDLAPEDETSNSAWMLGASQLSVPPLDLGDTTAHSSSAQAEPKAAEQLATTTCHALPPAALLCGMREVRAGGCCHALPATGILAFPKLVASVSESGLQAQHGVKIHCRLSGGLPGHSHCCAHLWGPA.... The miRNA is hsa-miR-4301 with sequence UCCCACUACUUCACUUGUGA. Result: 1 (interaction). (9) The protein sequence of the target gene is MPRKKGAAWEEPSSGNGTARAGPRRRGGPAGRKRERPERCSSSSGGGSSGDEDGPELDGAPGGGKRTARPATAGKAAGAAAIITEPEHTKERVKLEGSKCKGQLLIFGATNWDLIGRKEVPKQQAAYRNLGQNLWGPHRYGCLSGVRVRTVVSGSCAAHSLLITTEGKLWSWGRNEKGQLGHGDTKRVEAPRLIEALSHEAIVLAACGRNHTLALTDTGSVFAFGENKMGQLGLGNQTDAVPSPAQIMYNGQPITKMACGAEFSMLMDCKGNLYSFGCPEYGQLGHNSDGKFIARAQRIE.... The miRNA is hsa-miR-6762-5p with sequence CGGGGCCAUGGAGCAGCCUGUGU. Result: 0 (no interaction).